Task: Predict the reactants needed to synthesize the given product.. Dataset: Full USPTO retrosynthesis dataset with 1.9M reactions from patents (1976-2016) (1) Given the product [C:18]([O:21][C:22]([N:14]1[CH:15]=[N:16][C:12]([CH2:11][CH2:10][C:7]2[CH:8]=[CH:9][C:4]([NH2:1])=[CH:5][CH:6]=2)=[N:13]1)=[O:23])([CH3:20])([CH3:19])[CH3:17], predict the reactants needed to synthesize it. The reactants are: [N+:1]([C:4]1[CH:9]=[CH:8][C:7]([CH2:10][CH2:11][C:12]2[N:16]=[CH:15][NH:14][N:13]=2)=[CH:6][CH:5]=1)([O-])=O.[CH3:17][C:18]([O:21][C:22](O[C:22]([O:21][C:18]([CH3:20])([CH3:19])[CH3:17])=[O:23])=[O:23])([CH3:20])[CH3:19].CCN(CC)CC. (2) The reactants are: F[C:2](F)(F)[C:3]([O-])=O.[N:8]1[CH:13]=[CH:12][CH:11]=[C:10]([C:14]2([CH2:17][NH2:18])[CH2:16][CH2:15]2)[CH:9]=1.[S:19]1[CH:23]=[CH:22][N:21]=[C:20]1[N:24]1[CH:28]=[CH:27][CH:26]=[C:25]1[CH:29]=O. Given the product [N:8]1[CH:13]=[CH:12][CH:11]=[C:10]([C:14]2([CH2:17][N:18]([CH2:29][C:25]3[N:24]([C:20]4[S:19][CH:2]=[CH:3][N:21]=4)[CH:28]=[CH:27][CH:26]=3)[CH2:29][C:25]3[N:24]([C:20]4[S:19][CH:23]=[CH:22][N:21]=4)[CH:28]=[CH:27][CH:26]=3)[CH2:15][CH2:16]2)[CH:9]=1, predict the reactants needed to synthesize it. (3) Given the product [Cl:14][C:15]1[CH:20]=[CH:19][CH:18]=[C:17]([N:1]2[CH:5]=[CH:4][C:3]([C:6]3[CH:11]=[CH:10][CH:9]=[CH:8][N:7]=3)=[CH:2]2)[N:16]=1, predict the reactants needed to synthesize it. The reactants are: [NH:1]1[CH:5]=[CH:4][C:3]([C:6]2[CH:11]=[CH:10][CH:9]=[CH:8][N:7]=2)=[CH:2]1.[H-].[Na+].[Cl:14][C:15]1[CH:20]=[CH:19][CH:18]=[C:17](Cl)[N:16]=1. (4) The reactants are: [CH:1]1([CH2:4][O:5][C:6]2[CH:14]=[CH:13][C:9]3[O:10][CH2:11][O:12][C:8]=3[C:7]=2[C:15]2[C:16]3[NH:23][CH:22]=[C:21]([C:24]([NH:26][C@H:27]([C:33]([N:35]4[CH2:40][CH2:39][CH:38]([N:41]5[N:50]=[C:49]([C:51]6[CH:56]=[CH:55][C:54]([O:57][CH3:58])=[C:53]([O:59][CH3:60])[CH:52]=6)[C@@H:48]6[C@@H:43]([CH2:44][CH2:45][CH2:46][CH2:47]6)[C:42]5=[O:61])[CH2:37][CH2:36]4)=[O:34])[CH2:28][CH2:29][C:30]([OH:32])=O)=[O:25])[C:17]=3[N:18]=[CH:19][N:20]=2)[CH2:3][CH2:2]1.[NH:62]1[CH2:66][CH2:65][CH2:64][CH2:63]1.CCOC(C(C#N)=NOC(N1CCOCC1)=[N+](C)C)=O.F[P-](F)(F)(F)(F)F.CCN(C(C)C)C(C)C. Given the product [CH:1]1([CH2:4][O:5][C:6]2[CH:14]=[CH:13][C:9]3[O:10][CH2:11][O:12][C:8]=3[C:7]=2[C:15]2[C:16]3[NH:23][CH:22]=[C:21]([C:24]([NH:26][C@@H:27]([CH2:28][CH2:29][C:30](=[O:32])[N:62]4[CH2:66][CH2:65][CH2:64][CH2:63]4)[C:33]([N:35]4[CH2:40][CH2:39][CH:38]([N:41]5[N:50]=[C:49]([C:51]6[CH:56]=[CH:55][C:54]([O:57][CH3:58])=[C:53]([O:59][CH3:60])[CH:52]=6)[C@@H:48]6[C@@H:43]([CH2:44][CH2:45][CH2:46][CH2:47]6)[C:42]5=[O:61])[CH2:37][CH2:36]4)=[O:34])=[O:25])[C:17]=3[N:18]=[CH:19][N:20]=2)[CH2:3][CH2:2]1, predict the reactants needed to synthesize it. (5) Given the product [CH3:1][N:2]([CH3:14])[CH2:3][CH2:4][O:5][C:6]1[CH:13]=[CH:12][C:9]([CH:10]=[N:20][C:19]2[CH:21]=[CH:22][CH:23]=[C:17]([O:16][CH3:15])[CH:18]=2)=[CH:8][CH:7]=1, predict the reactants needed to synthesize it. The reactants are: [CH3:1][N:2]([CH3:14])[CH2:3][CH2:4][O:5][C:6]1[CH:13]=[CH:12][C:9]([CH:10]=O)=[CH:8][CH:7]=1.[CH3:15][O:16][C:17]1[CH:18]=[C:19]([CH:21]=[CH:22][CH:23]=1)[NH2:20]. (6) Given the product [CH2:12]([O:11][C:9]([C@@H:4]1[CH2:5][CH2:6][CH2:7][CH2:8][C@@H:3]1[NH:2][CH2:24][CH2:23][C:22]([CH3:27])([CH3:26])[CH3:21])=[O:10])[CH3:13], predict the reactants needed to synthesize it. The reactants are: Cl.[NH2:2][C@H:3]1[CH2:8][CH2:7][CH2:6][CH2:5][C@H:4]1[C:9]([O:11][CH2:12][CH3:13])=[O:10].C(N(CC)CC)C.[CH3:21][C:22]([CH3:27])([CH3:26])[CH2:23][CH:24]=O.C([BH3-])#N.[Na+]. (7) Given the product [NH2:21][C:17]1[C:18]2[CH:19]=[CH:20][C:11]3[NH:10][C:8]([C@H:7]([OH:6])[C@H:25]4[O:30][CH2:29][CH2:28][N:27]([C:31]5[CH:35]=[CH:34][N:33]([C:36]6[CH:37]=[CH:38][N:39]=[CH:40][CH:41]=6)[N:32]=5)[C:26]4=[O:42])=[N:23][C:22](=[O:24])[C:12]=3[C:13]=2[CH:14]=[CH:15][N:16]=1, predict the reactants needed to synthesize it. The reactants are: [OH-].[Na+].C([O:6][C@H:7]([C@H:25]1[O:30][CH2:29][CH2:28][N:27]([C:31]2[CH:35]=[CH:34][N:33]([C:36]3[CH:41]=[CH:40][N:39]=[CH:38][CH:37]=3)[N:32]=2)[C:26]1=[O:42])[C:8]([NH:10][C:11]1[C:12]([C:22](=[O:24])[NH2:23])=[C:13]2[C:18](=[CH:19][CH:20]=1)[C:17]([NH2:21])=[N:16][CH:15]=[CH:14]2)=O)(=O)C.